Dataset: Full USPTO retrosynthesis dataset with 1.9M reactions from patents (1976-2016). Task: Predict the reactants needed to synthesize the given product. (1) Given the product [Cl-:1].[Cl-:1].[Cl-:1].[NH2:37][C@@H:33]1[CH2:34][CH2:35][CH2:36][N:31]([C:28]2[N:29]=[CH:30][C:25]([NH:24][C:13]3[C:12]4[C:17](=[CH:18][CH:19]=[C:10]([C:4]5[CH:5]=[C:6]([F:9])[C:7]([OH:8])=[C:2]([Cl:1])[CH:3]=5)[N:11]=4)[N:16]=[CH:15][C:14]=3[C:20](=[O:23])[CH2:21][CH3:22])=[CH:26][CH:27]=2)[CH2:32]1, predict the reactants needed to synthesize it. The reactants are: [Cl:1][C:2]1[CH:3]=[C:4]([C:10]2[N:11]=[C:12]3[C:17](=[CH:18][CH:19]=2)[N:16]=[CH:15][C:14]([C:20](=[O:23])[CH2:21][CH3:22])=[C:13]3[NH:24][C:25]2[CH:26]=[CH:27][C:28]([N:31]3[CH2:36][CH2:35][CH2:34][C@@H:33]([NH:37]C(=O)OC(C)(C)C)[CH2:32]3)=[N:29][CH:30]=2)[CH:5]=[C:6]([F:9])[C:7]=1[OH:8].C(O)(C(F)(F)F)=O. (2) Given the product [Br:4][C:5]1[CH:6]=[C:7]2[C:8](=[CH:15][CH:16]=1)[NH:9][C:10]([NH:3][CH3:1])=[N:18][C:12]2=[O:11], predict the reactants needed to synthesize it. The reactants are: [C:1](#[N:3])C.[Br:4][C:5]1[CH:16]=[CH:15][C:8]2[NH:9][C:10](=O)[O:11][C:12](=O)[C:7]=2[CH:6]=1.C[NH:18]C(=N)SC.C(=O)([O-])[O-].[Na+].[Na+]. (3) The reactants are: [C:1]([C:5]1[CH:9]=[C:8]([NH2:10])[N:7]([C:11]2[CH:16]=[CH:15][C:14]([CH2:17][OH:18])=[C:13]([Cl:19])[CH:12]=2)[N:6]=1)([CH3:4])([CH3:3])[CH3:2].N1C=CN=C1.Cl[Si:26]([CH:33]([CH3:35])[CH3:34])([CH:30]([CH3:32])[CH3:31])[CH:27]([CH3:29])[CH3:28]. Given the product [C:1]([C:5]1[CH:9]=[C:8]([NH2:10])[N:7]([C:11]2[CH:16]=[CH:15][C:14]([CH2:17][O:18][Si:26]([CH:33]([CH3:35])[CH3:34])([CH:30]([CH3:32])[CH3:31])[CH:27]([CH3:29])[CH3:28])=[C:13]([Cl:19])[CH:12]=2)[N:6]=1)([CH3:4])([CH3:2])[CH3:3], predict the reactants needed to synthesize it. (4) The reactants are: BrBr.[CH3:3][O:4][C:5]1[CH:10]=[CH:9][C:8]([CH:11]2[CH:16]=[CH:15][NH:14][NH:13][C:12]2=[O:17])=[CH:7][CH:6]=1.C([O-])(O)=O.[Na+]. Given the product [CH3:3][O:4][C:5]1[CH:6]=[CH:7][C:8]([C:11]2[C:12](=[O:17])[NH:13][N:14]=[CH:15][CH:16]=2)=[CH:9][CH:10]=1, predict the reactants needed to synthesize it. (5) Given the product [C:1]([O:4][CH2:5][C@H:6]([N:11]1[CH:20]=[CH:19][C:18]2[C:13](=[CH:14][CH:15]=[CH:16][C:17]=2[NH2:21])[C:12]1=[O:24])[CH2:7][CH:8]([CH3:10])[CH3:9])(=[O:3])[CH3:2], predict the reactants needed to synthesize it. The reactants are: [C:1]([O:4][CH2:5][C@H:6]([N:11]1[CH:20]=[CH:19][C:18]2[C:13](=[CH:14][CH:15]=[CH:16][C:17]=2[N+:21]([O-])=O)[C:12]1=[O:24])[CH2:7][CH:8]([CH3:10])[CH3:9])(=[O:3])[CH3:2].CO. (6) Given the product [NH2:29][CH2:28][CH2:27][CH2:26][CH2:25][C:14]1[N:15]([CH2:16][CH2:17][O:18][C:19]2[CH:20]=[CH:21][CH:22]=[CH:23][CH:24]=2)[C:11]2[C:10]3[CH:9]=[CH:8][C:7]([O:37][CH2:38][C:39]4[CH:44]=[CH:43][CH:42]=[CH:41][CH:40]=4)=[CH:6][C:5]=3[N:4]=[C:3]([NH2:2])[C:12]=2[N:13]=1, predict the reactants needed to synthesize it. The reactants are: Cl.[NH2:2][C:3]1[C:12]2[N:13]=[C:14]([CH2:25][CH2:26][CH2:27][CH2:28][NH:29]C(=O)OC(C)(C)C)[N:15]([CH2:16][CH2:17][O:18][C:19]3[CH:24]=[CH:23][CH:22]=[CH:21][CH:20]=3)[C:11]=2[C:10]2[CH:9]=[CH:8][C:7]([O:37][CH2:38][C:39]3[CH:44]=[CH:43][CH:42]=[CH:41][CH:40]=3)=[CH:6][C:5]=2[N:4]=1.